From a dataset of Forward reaction prediction with 1.9M reactions from USPTO patents (1976-2016). Predict the product of the given reaction. (1) Given the reactants [F:1][C:2]1[CH:7]=[CH:6][C:5]([CH:8]([O:24][C:25](=[O:27])[NH2:26])[CH2:9][CH2:10][N:11]2[CH2:16][CH2:15][N:14]([C:17]3[CH:22]=[CH:21][C:20]([OH:23])=[CH:19][CH:18]=3)[CH2:13][CH2:12]2)=[CH:4][CH:3]=1.C(N(CC)CC)C.[C:35](Cl)(=[O:37])[CH3:36], predict the reaction product. The product is: [C:25]([O:24][CH:8]([C:5]1[CH:6]=[CH:7][C:2]([F:1])=[CH:3][CH:4]=1)[CH2:9][CH2:10][N:11]1[CH2:16][CH2:15][N:14]([C:17]2[CH:22]=[CH:21][C:20]([O:23][C:35](=[O:37])[CH3:36])=[CH:19][CH:18]=2)[CH2:13][CH2:12]1)(=[O:27])[NH2:26]. (2) Given the reactants [CH3:1][O:2][C:3](=[O:27])/[CH:4]=[CH:5]/[C:6]1[CH:11]=[CH:10][C:9]([CH2:12][N:13]2[C:17]3=[N:18][C:19]([CH3:23])=[CH:20][C:21]([CH3:22])=[C:16]3[N:15]=[C:14]2[CH2:24][CH2:25][CH3:26])=[CH:8][CH:7]=1.Br[C:29]1C=CC(CN2C3=NC(C)=CC(C)=C3N=C2CCCC)=CC=1, predict the reaction product. The product is: [CH3:1][O:2][C:3](=[O:27])/[CH:4]=[CH:5]/[C:6]1[CH:7]=[CH:8][C:9]([CH2:12][N:13]2[C:17]3=[N:18][C:19]([CH3:23])=[CH:20][C:21]([CH3:22])=[C:16]3[N:15]=[C:14]2[CH2:24][CH2:25][CH2:26][CH3:29])=[CH:10][CH:11]=1. (3) Given the reactants [N:1]1[CH:6]=[CH:5][N:4]=[C:3]2[NH:7][CH:8]=[C:9]([CH:10]3[CH2:15][CH2:14][N:13](C(OC(C)(C)C)=O)[CH2:12][CH2:11]3)[C:2]=12.Cl.CCOC(C)=O, predict the reaction product. The product is: [NH:13]1[CH2:12][CH2:11][CH:10]([C:9]2[C:2]3[C:3](=[N:4][CH:5]=[CH:6][N:1]=3)[NH:7][CH:8]=2)[CH2:15][CH2:14]1. (4) The product is: [CH:1]1([C:6]2([CH2:14][CH2:15][C:16]3[CH:21]=[CH:20][C:19]([C:22]([CH3:25])([CH3:26])[C:23]#[N:24])=[C:18]([F:27])[CH:17]=3)[CH2:11][C:10]([O:12][CH3:28])=[CH:9][C:8](=[O:13])[O:7]2)[CH2:5][CH2:4][CH2:3][CH2:2]1. Given the reactants [CH:1]1([C:6]2([CH2:14][CH2:15][C:16]3[CH:21]=[CH:20][C:19]([C:22]([CH3:26])([CH3:25])[C:23]#[N:24])=[C:18]([F:27])[CH:17]=3)[CH2:11][C:10](=[O:12])[CH2:9][C:8](=[O:13])[O:7]2)[CH2:5][CH2:4][CH2:3][CH2:2]1.[CH2:28]1CCN2C(=NCCC2)CC1, predict the reaction product. (5) Given the reactants [F:1][C:2]1[CH:20]=[CH:19][CH:18]=[CH:17][C:3]=1[CH2:4][O:5][C:6]1[CH:7]=[C:8]([CH:13]=[C:14]([OH:16])[CH:15]=1)[C:9]([O:11][CH3:12])=[O:10].[CH3:21][S:22]([C:25]1[CH:30]=[CH:29][C:28](Br)=[CH:27][CH:26]=1)(=[O:24])=[O:23].CC(P(C(C)(C)C)C1C(C2C=CC=CC=2)=CC=CC=1)(C)C.P([O-])([O-])([O-])=O.[K+].[K+].[K+], predict the reaction product. The product is: [F:1][C:2]1[CH:20]=[CH:19][CH:18]=[CH:17][C:3]=1[CH2:4][O:5][C:6]1[CH:7]=[C:8]([CH:13]=[C:14]([O:16][C:28]2[CH:29]=[CH:30][C:25]([S:22]([CH3:21])(=[O:24])=[O:23])=[CH:26][CH:27]=2)[CH:15]=1)[C:9]([O:11][CH3:12])=[O:10]. (6) Given the reactants [CH3:1][C:2]1[C:10]([O:11][C@@H:12]2[CH2:17][CH2:16][C@H:15]([N:18]3[C:26](=[O:27])[C:25]4[C:20](=[CH:21][CH:22]=[CH:23][CH:24]=4)[C:19]3=[O:28])[CH2:14][CH2:13]2)=[CH:9][CH:8]=[C:7]2[C:3]=1[CH:4]=[N:5][NH:6]2.[O:29]1[CH:34]=[CH:33][CH2:32][CH2:31][CH2:30]1.O.C1(C)C=CC(S(O)(=O)=O)=CC=1, predict the reaction product. The product is: [CH3:1][C:2]1[C:10]([O:11][C@@H:12]2[CH2:17][CH2:16][C@H:15]([N:18]3[C:19](=[O:28])[C:20]4[C:25](=[CH:24][CH:23]=[CH:22][CH:21]=4)[C:26]3=[O:27])[CH2:14][CH2:13]2)=[CH:9][CH:8]=[C:7]2[C:3]=1[CH:4]=[N:5][N:6]2[CH:30]1[CH2:31][CH2:32][CH2:33][CH2:34][O:29]1. (7) Given the reactants [OH-].[Na+].[CH3:3][N:4]1[C:12]2[N:11]=[C:10]([CH3:13])[NH:9][C:8]=2[C:7](=[O:14])[NH:6][C:5]1=[O:15].[CH2:16](Br)[C:17]1[CH:22]=[CH:21][CH:20]=[CH:19][CH:18]=1, predict the reaction product. The product is: [CH2:16]([N:9]1[C:8]2[C:7](=[O:14])[NH:6][C:5](=[O:15])[N:4]([CH3:3])[C:12]=2[N:11]=[C:10]1[CH3:13])[C:17]1[CH:22]=[CH:21][CH:20]=[CH:19][CH:18]=1. (8) Given the reactants Br[CH2:2][CH2:3][O:4][CH2:5][CH2:6][N:7]1[C:15](=[O:16])[C:14]2[N:13]([CH2:17][C:18]3[CH:23]=[CH:22][C:21]([Cl:24])=[CH:20][CH:19]=3)[C:12]([O:25][C:26]3[CH:31]=[CH:30][CH:29]=[C:28]([O:32][C:33]([F:36])([F:35])[F:34])[CH:27]=3)=[N:11][C:10]=2[N:9]([CH3:37])[C:8]1=[O:38].[NH3:39], predict the reaction product. The product is: [NH2:39][CH2:2][CH2:3][O:4][CH2:5][CH2:6][N:7]1[C:15](=[O:16])[C:14]2[N:13]([CH2:17][C:18]3[CH:23]=[CH:22][C:21]([Cl:24])=[CH:20][CH:19]=3)[C:12]([O:25][C:26]3[CH:31]=[CH:30][CH:29]=[C:28]([O:32][C:33]([F:36])([F:35])[F:34])[CH:27]=3)=[N:11][C:10]=2[N:9]([CH3:37])[C:8]1=[O:38]. (9) Given the reactants [C:1]1([C:7]2[NH:11][C:10]3[S:12][C:13]([C:15]([O:17][CH2:18][CH3:19])=[O:16])=[CH:14][C:9]=3[C:8]=2[C:20](OC(C)(C)C)=O)[CH:6]=[CH:5][CH:4]=[CH:3][CH:2]=1.C(OC(=O)C)(=O)C.[C:34]1(=O)[CH2:39][CH2:38]C[CH2:36][CH2:35]1.P(=O)(O)(O)O.C([SiH](CC)CC)C, predict the reaction product. The product is: [CH:20]1([C:8]2[C:9]3[CH:14]=[C:13]([C:15]([O:17][CH2:18][CH3:19])=[O:16])[S:12][C:10]=3[NH:11][C:7]=2[C:1]2[CH:6]=[CH:5][CH:4]=[CH:3][CH:2]=2)[CH2:38][CH2:39][CH2:34][CH2:35][CH2:36]1.